Dataset: CYP1A2 inhibition data for predicting drug metabolism from PubChem BioAssay. Task: Regression/Classification. Given a drug SMILES string, predict its absorption, distribution, metabolism, or excretion properties. Task type varies by dataset: regression for continuous measurements (e.g., permeability, clearance, half-life) or binary classification for categorical outcomes (e.g., BBB penetration, CYP inhibition). Dataset: cyp1a2_veith. (1) The drug is CC(=O)Nc1ccccc1C=C1c2ccccc2-c2ccccc21. The result is 1 (inhibitor). (2) The compound is CCC/C=C(\CCC)C(NC(=O)c1ccc(C(=O)OC)cc1)c1ccc(C(=O)OC)cc1. The result is 0 (non-inhibitor). (3) The drug is COc1ncc2ncc(=O)n(Cc3cccs3)c2n1. The result is 1 (inhibitor). (4) The compound is CC(=O)N1CCC[C@@]2(CCN(Cc3cc(C(F)(F)F)cc(C(F)(F)F)c3)C2)C1. The result is 0 (non-inhibitor).